Task: Predict the product of the given reaction.. Dataset: Forward reaction prediction with 1.9M reactions from USPTO patents (1976-2016) (1) Given the reactants [CH3:1][O:2][C:3]1[CH:10]=[CH:9][C:6]([CH:7]=O)=[CH:5][CH:4]=1.C([O-])(=O)C.[NH4+].[N+:16]([CH2:19][CH3:20])([O-:18])=[O:17], predict the reaction product. The product is: [CH3:1][O:2][C:3]1[CH:10]=[CH:9][C:6]([CH:7]=[C:19]([N+:16]([O-:18])=[O:17])[CH3:20])=[CH:5][CH:4]=1. (2) Given the reactants [C:1]([O:5][C:6](=[O:17])[N:7]([CH2:9][C:10]1[CH:15]=[CH:14][CH:13]=[C:12](Br)[N:11]=1)[CH3:8])([CH3:4])([CH3:3])[CH3:2].[NH2:18][C:19]1[S:20][C:21]([C:27]2[CH:32]=[CH:31][C:30]([F:33])=[CH:29][CH:28]=2)=[CH:22][C:23]=1[C:24]([NH2:26])=[O:25], predict the reaction product. The product is: [C:1]([O:5][C:6](=[O:17])[N:7]([CH2:9][C:10]1[CH:15]=[CH:14][CH:13]=[C:12]([NH:18][C:19]2[S:20][C:21]([C:27]3[CH:32]=[CH:31][C:30]([F:33])=[CH:29][CH:28]=3)=[CH:22][C:23]=2[C:24]([NH2:26])=[O:25])[N:11]=1)[CH3:8])([CH3:4])([CH3:3])[CH3:2]. (3) Given the reactants [C:1]([C:5]1[CH:6]=[C:7]([NH2:11])[CH:8]=[CH:9][CH:10]=1)([CH3:4])([CH3:3])[CH3:2].[Br:12][C:13]1[CH:21]=[CH:20][C:16]([C:17](O)=[O:18])=[C:15]([F:22])[CH:14]=1.BrC1C=CC(C(NC2C=CC=C(C(C)(C)C)C=2)=O)=CC=1F, predict the reaction product. The product is: [Br:12][C:13]1[CH:21]=[CH:20][C:16]([C:17]([NH:11][C:7]2[CH:8]=[CH:9][CH:10]=[C:5]([C:1]([CH3:4])([CH3:2])[CH3:3])[CH:6]=2)=[O:18])=[C:15]([F:22])[CH:14]=1. (4) Given the reactants C[CH2:2][N:3]([CH2:6][CH3:7])[CH2:4]C.[C:8](Br)(=[O:15])[C:9]1[CH:14]=[CH:13][CH:12]=[CH:11][CH:10]=1.[N:17]#[C:18]N.C(O)(C(F)(F)F)=O.BrC#[N:29], predict the reaction product. The product is: [C:4]([N:3]1[CH2:2][CH:7]([CH2:18][NH:17][C:8](=[O:15])[C:9]2[CH:14]=[CH:13][CH:12]=[CH:11][CH:10]=2)[CH2:6]1)#[N:29]. (5) Given the reactants [NH2:1][C:2]1[CH:7]=[CH:6][CH:5]=[C:4]([CH3:8])[N:3]=1.C(N(CC)CC)C.[CH3:16][C:17]([CH3:22])([CH3:21])[C:18](Cl)=[O:19], predict the reaction product. The product is: [CH3:16][C:17]([CH3:22])([CH3:21])[C:18]([NH:1][C:2]1[CH:7]=[CH:6][CH:5]=[C:4]([CH3:8])[N:3]=1)=[O:19]. (6) Given the reactants [Cl:1][S:2]([OH:5])(=O)=[O:3].[CH2:6]([O:8][C:9]([C:11]1[S:12][CH:13]=[CH:14][CH:15]=1)=[O:10])[CH3:7], predict the reaction product. The product is: [CH2:6]([O:8][C:9]([C:11]1[S:12][C:13]([S:2]([Cl:1])(=[O:5])=[O:3])=[CH:14][CH:15]=1)=[O:10])[CH3:7].